From a dataset of Peptide-MHC class I binding affinity with 185,985 pairs from IEDB/IMGT. Regression. Given a peptide amino acid sequence and an MHC pseudo amino acid sequence, predict their binding affinity value. This is MHC class I binding data. (1) The peptide sequence is YITDDSDDY. The MHC is HLA-A03:01 with pseudo-sequence YFAMYQENVAQTDVDTLYIIYRDYTWAELAYTWY. The binding affinity (normalized) is 0. (2) The peptide sequence is KFNPMKTYI. The MHC is Patr-A0401 with pseudo-sequence Patr-A0401. The binding affinity (normalized) is 0.198. (3) The peptide sequence is TMLVRQMTK. The MHC is HLA-B15:01 with pseudo-sequence HLA-B15:01. The binding affinity (normalized) is 0.0847. (4) The peptide sequence is MTFPLHFRS. The MHC is HLA-A68:02 with pseudo-sequence HLA-A68:02. The binding affinity (normalized) is 1.00.